Dataset: Full USPTO retrosynthesis dataset with 1.9M reactions from patents (1976-2016). Task: Predict the reactants needed to synthesize the given product. (1) The reactants are: [Br:1][C:2]1[C:10]2[C:5](=[N:6][C:7]([NH:11][CH2:12][CH2:13][CH2:14][CH3:15])=[N:8][CH:9]=2)[NH:4][N:3]=1.[OH:16][CH:17]1[CH2:22][CH2:21][CH:20](Cl)[CH2:19][CH2:18]1.C([O-])([O-])=O.[K+].[K+]. Given the product [OH:16][CH:17]1[CH2:22][CH2:21][CH:20]([N:4]2[C:5]3=[N:6][C:7]([NH:11][CH2:12][CH2:13][CH2:14][CH3:15])=[N:8][CH:9]=[C:10]3[C:2]([Br:1])=[N:3]2)[CH2:19][CH2:18]1, predict the reactants needed to synthesize it. (2) Given the product [Cl:23][C:10]1[C:9]2[C:4](=[C:5]([CH3:32])[CH:6]=[C:7]([C:24]([C:26]3[N:30]([CH3:31])[CH:29]=[N:28][CH:27]=3)=[O:25])[CH:8]=2)[N:3]=[C:2]([O:34][CH3:33])[C:11]=1[CH2:12][C:13]1[CH:18]=[CH:17][C:16]([S:19]([CH3:22])(=[O:21])=[O:20])=[CH:15][CH:14]=1, predict the reactants needed to synthesize it. The reactants are: Cl[C:2]1[C:11]([CH2:12][C:13]2[CH:18]=[CH:17][C:16]([S:19]([CH3:22])(=[O:21])=[O:20])=[CH:15][CH:14]=2)=[C:10]([Cl:23])[C:9]2[C:4](=[C:5]([CH3:32])[CH:6]=[C:7]([C:24]([C:26]3[N:30]([CH3:31])[CH:29]=[N:28][CH:27]=3)=[O:25])[CH:8]=2)[N:3]=1.[CH3:33][O-:34].[Na+]. (3) Given the product [NH2:1][C:2]1[C:3]([F:29])=[C:4]([C:9]([C:11]2[C:19]3[C:14](=[N:15][CH:16]=[C:17]([C:31]4[CH:32]=[N:33][C:34]([CH3:37])=[N:35][CH:36]=4)[CH:18]=3)[NH:13][CH:12]=2)=[O:10])[C:5]([F:8])=[CH:6][CH:7]=1, predict the reactants needed to synthesize it. The reactants are: [NH2:1][C:2]1[C:3]([F:29])=[C:4]([C:9]([C:11]2[C:19]3[C:14](=[N:15][CH:16]=[C:17](B4OC(C)(C)C(C)(C)O4)[CH:18]=3)[NH:13][CH:12]=2)=[O:10])[C:5]([F:8])=[CH:6][CH:7]=1.Br[C:31]1[CH:32]=[N:33][C:34]([CH3:37])=[N:35][CH:36]=1.C(=O)([O-])[O-].[K+].[K+]. (4) Given the product [CH2:9]([C@@H:31]1[CH2:30][CH2:29][CH:28]=[CH:27]1)[C:10]1[CH:15]=[CH:14][CH:13]=[C:12]([O:16][CH3:17])[CH:11]=1, predict the reactants needed to synthesize it. The reactants are: O([CH2:9][C:10]1[CH:15]=[CH:14][CH:13]=[C:12]([O:16][CH3:17])[CH:11]=1)S(C(F)(F)F)(=O)=O.C(N(C(C)C)C(C)C)C.[CH:27]1[CH2:31][CH2:30][CH2:29][CH:28]=1. (5) Given the product [F:25][C:26]1[C:31]([F:32])=[C:11]([O:10][CH2:8][C:4]2[N:5]([C:19]3[CH:20]=[CH:21][C:16]([O:15][CH3:14])=[CH:17][CH:18]=3)[CH:6]=[CH:7][C:3]=2[C:2]([F:13])([F:12])[F:1])[CH:29]=[CH:28][C:27]=1[CH2:34][CH2:35][C:36]([OH:38])=[O:37], predict the reactants needed to synthesize it. The reactants are: [F:1][C:2]([F:13])([F:12])[C:3]1[CH:7]=[CH:6][NH:5][C:4]=1[C:8]([O:10][CH3:11])=O.[CH3:14][O:15][C:16]1[CH:21]=[CH:20][C:19](B(O)O)=[CH:18][CH:17]=1.[F:25][C:26]1[C:31]([F:32])=C(O)[CH:29]=[CH:28][C:27]=1[CH2:34][CH2:35][C:36]([O:38]CC)=[O:37]. (6) Given the product [C:22]([O:21][C:19]([N:15]1[CH2:16][CH2:17][CH2:18][N:12]([C:5]2[CH:4]=[CH:3][CH:2]=[C:7]3[C:6]=2[CH:11]=[C:10]([S:35][C:32]2[CH:33]=[CH:34][C:29]([CH:26]([CH3:28])[CH3:27])=[CH:30][CH:31]=2)[CH:9]=[N:8]3)[CH2:13][CH2:14]1)=[O:20])([CH3:24])([CH3:23])[CH3:25], predict the reactants needed to synthesize it. The reactants are: Br[C:2]1[CH:3]=[C:4]2[C:9](=[CH:10][CH:11]=1)[N:8]=[CH:7][CH:6]=[C:5]2[N:12]1[CH2:18][CH2:17][CH2:16][N:15]([C:19]([O:21][C:22]([CH3:25])([CH3:24])[CH3:23])=[O:20])[CH2:14][CH2:13]1.[CH:26]([C:29]1[CH:34]=[CH:33][C:32]([SH:35])=[CH:31][CH:30]=1)([CH3:28])[CH3:27].